Dataset: Forward reaction prediction with 1.9M reactions from USPTO patents (1976-2016). Task: Predict the product of the given reaction. (1) Given the reactants [NH2:1][C:2]1[CH:14]=[CH:13][C:5]([C:6]([O:8][C:9]([CH3:12])([CH3:11])[CH3:10])=[O:7])=[CH:4][CH:3]=1.[O:15]=[C:16]1[O:20][CH2:19][C@H:18]([NH:21][C:22](=[O:31])[O:23][CH2:24][C:25]2[CH:30]=[CH:29][CH:28]=[CH:27][CH:26]=2)[CH2:17]1.[CH3:32][Al](C)C, predict the reaction product. The product is: [CH2:24]([O:23][C:22]([NH:21][C@@H:18]([CH2:19][OH:20])[CH2:17][C:16]([NH:1][C:2]1[CH:14]=[CH:13][C:5]([C:6]([O:8][C:9]([CH3:10])([CH3:11])[CH3:12])=[O:7])=[C:4]([CH3:32])[CH:3]=1)=[O:15])=[O:31])[C:25]1[CH:30]=[CH:29][CH:28]=[CH:27][CH:26]=1. (2) Given the reactants [OH:1][N:2]=[C:3]([Cl:7])[CH:4]([CH3:6])[CH3:5].[CH3:8][S:9](Cl)(=[O:11])=[O:10].C(N(C(C)C)C(C)C)C, predict the reaction product. The product is: [CH3:8][S:9]([O:1][N:2]=[C:3]([Cl:7])[CH:4]([CH3:6])[CH3:5])(=[O:11])=[O:10].